Dataset: Full USPTO retrosynthesis dataset with 1.9M reactions from patents (1976-2016). Task: Predict the reactants needed to synthesize the given product. Given the product [CH3:9][CH:10]1[C:15]2[NH:2][N:1]=[C:3]([C:4]([O:6][CH2:7][CH3:8])=[O:5])[C:14]=2[CH:13]=[CH:12][C:11]1([C:23]1[CH:28]=[CH:27][CH:26]=[CH:25][CH:24]=1)[C:17]1[CH:18]=[CH:19][CH:20]=[CH:21][CH:22]=1, predict the reactants needed to synthesize it. The reactants are: [N+:1](=[CH:3][C:4]([O:6][CH2:7][CH3:8])=[O:5])=[N-:2].[CH3:9][CH:10]1[CH2:15][C:14](=O)[CH:13]=[CH:12][C:11]1([C:23]1[CH:28]=[CH:27][CH:26]=[CH:25][CH:24]=1)[C:17]1[CH:22]=[CH:21][CH:20]=[CH:19][CH:18]=1.C([N-]C(C)C)(C)C.[Li+].C([Li])CCC.C(NC(C)C)(C)C.